Task: Predict the reactants needed to synthesize the given product.. Dataset: Full USPTO retrosynthesis dataset with 1.9M reactions from patents (1976-2016) (1) Given the product [CH2:1]([C:8]1[CH:13]=[CH:12][C:11]([C:14]2[N:18]=[C:17]([CH2:19][OH:25])[O:16][N:15]=2)=[CH:10][CH:9]=1)[CH2:2][CH2:3][CH2:4][CH2:5][CH2:6][CH3:7], predict the reactants needed to synthesize it. The reactants are: [CH2:1]([C:8]1[CH:13]=[CH:12][C:11]([C:14]2[N:18]=[C:17]([CH2:19]N)[O:16][N:15]=2)=[CH:10][CH:9]=1)[CH2:2][CH2:3][CH2:4][CH2:5][CH2:6][CH3:7].C([O:25]C(N1CC[C@H](O)[C@H]1C(O)=O)=O)(C)(C)C. (2) Given the product [ClH:1].[NH2:2][C:3]1[N:8]=[CH:7][C:6](/[CH:9]=[CH:10]/[C:11]([N:51]([CH2:50][C:42]2[O:41][C:45]3[CH:46]=[CH:47][CH:48]=[CH:49][C:44]=3[CH:43]=2)[CH3:52])=[O:13])=[CH:5][C:4]=1[CH2:14][N:15]1[CH2:20][CH2:19][N:18]([CH3:21])[CH2:17][CH2:16]1, predict the reactants needed to synthesize it. The reactants are: [ClH:1].[NH2:2][C:3]1[N:8]=[CH:7][C:6](/[CH:9]=[CH:10]/[C:11]([OH:13])=O)=[CH:5][C:4]=1[CH2:14][N:15]1[CH2:20][CH2:19][N:18]([CH3:21])[CH2:17][CH2:16]1.Cl.CN1CC2C=C(/C=C/C(O)=O)C=NC=2NC(=O)C1.[O:41]1[C:45]2[CH:46]=[CH:47][CH:48]=[CH:49][C:44]=2[CH:43]=[C:42]1[CH2:50][NH:51][CH3:52].CNCC1C=CC2C(=CC=CC=2)C=1CCC. (3) The reactants are: [NH2:1][C:2]1[C:3]([Cl:9])=[N:4][CH:5]=[C:6]([Br:8])[CH:7]=1.N1C=CC=CC=1.[C:16]1([S:22](Cl)(=[O:24])=[O:23])[CH:21]=[CH:20][CH:19]=[CH:18][CH:17]=1.C([O-])([O-])=O.[K+].[K+]. Given the product [Br:8][C:6]1[CH:7]=[C:2]([NH:1][S:22]([C:16]2[CH:21]=[CH:20][CH:19]=[CH:18][CH:17]=2)(=[O:24])=[O:23])[C:3]([Cl:9])=[N:4][CH:5]=1, predict the reactants needed to synthesize it. (4) Given the product [Cl:18][C:19]1[C:20]([O:42][CH3:43])=[CH:21][C:22]([O:40][CH3:41])=[C:23]([CH2:25][CH2:26][C:27]2([CH:35]3[CH2:39][CH2:38][CH2:37][CH2:36]3)[O:32][C:31](=[O:33])[C:30]([CH2:2][C:3]3[NH:12][C:11](=[O:13])[C:10]4[C:5](=[CH:6][C:7]([O:16][CH3:17])=[C:8]([O:14][CH3:15])[CH:9]=4)[N:4]=3)=[C:29]([OH:34])[CH2:28]2)[CH:24]=1, predict the reactants needed to synthesize it. The reactants are: Cl[CH2:2][C:3]1[NH:12][C:11](=[O:13])[C:10]2[C:5](=[CH:6][C:7]([O:16][CH3:17])=[C:8]([O:14][CH3:15])[CH:9]=2)[N:4]=1.[Cl:18][C:19]1[C:20]([O:42][CH3:43])=[CH:21][C:22]([O:40][CH3:41])=[C:23]([CH2:25][CH2:26][C:27]2([CH:35]3[CH2:39][CH2:38][CH2:37][CH2:36]3)[O:32][C:31](=[O:33])[CH2:30][C:29](=[O:34])[CH2:28]2)[CH:24]=1. (5) Given the product [CH3:46][S:47]([OH:50])(=[O:49])=[O:48].[NH2:8][CH2:9][C:10]([O:12][C@H:13]1[CH2:18][CH2:17][CH2:16][CH2:15][C@@H:14]1[NH:19][C:20]1[CH:25]=[C:24]([N:26]2[C:34]3[CH2:33][C:32]([CH3:35])([CH3:36])[CH2:31][C:30](=[O:37])[C:29]=3[C:28]([C:38]([F:41])([F:40])[F:39])=[N:27]2)[CH:23]=[C:22]([F:42])[C:21]=1[C:43](=[O:45])[NH2:44])=[O:11], predict the reactants needed to synthesize it. The reactants are: C(OC([NH:8][CH2:9][C:10]([O:12][C@H:13]1[CH2:18][CH2:17][CH2:16][CH2:15][C@@H:14]1[NH:19][C:20]1[CH:25]=[C:24]([N:26]2[C:34]3[CH2:33][C:32]([CH3:36])([CH3:35])[CH2:31][C:30](=[O:37])[C:29]=3[C:28]([C:38]([F:41])([F:40])[F:39])=[N:27]2)[CH:23]=[C:22]([F:42])[C:21]=1[C:43](=[O:45])[NH2:44])=[O:11])=O)(C)(C)C.[CH3:46][S:47]([OH:50])(=[O:49])=[O:48]. (6) Given the product [ClH:35].[C:61]([N:57]1[CH2:58][CH2:59][CH2:60][C:55]([CH2:54][CH2:53][CH2:52][N:49]2[CH2:50][CH2:51][C:46]([CH2:77][C:78]3[CH:79]=[CH:80][CH:81]=[CH:82][CH:83]=3)([CH2:45][NH:44][C:21](=[O:28])[CH2:22][CH3:23])[CH2:47][CH2:48]2)([C:69]2[CH:74]=[CH:73][C:72]([Cl:75])=[C:71]([Cl:76])[CH:70]=2)[CH2:56]1)(=[O:68])[C:62]1[CH:67]=[CH:66][CH:65]=[CH:64][CH:63]=1, predict the reactants needed to synthesize it. The reactants are: O.Cl.Cl.NCC1(CC2C=CC=CC=2)CCN(CCCC2(C3C=CC([Cl:35])=C(Cl)C=3)CCCN([C:21](=[O:28])[C:22]3C=CC=C[CH:23]=3)C2)CC1.[NH2:44][CH2:45][C:46]1([CH2:77][C:78]2[CH:83]=[CH:82][CH:81]=[CH:80][CH:79]=2)[CH2:51][CH2:50][N:49]([CH2:52][CH2:53][CH2:54][C:55]2([C:69]3[CH:74]=[CH:73][C:72]([Cl:75])=[C:71]([Cl:76])[CH:70]=3)[CH2:60][CH2:59][CH2:58][N:57]([C:61](=[O:68])[C:62]3[CH:67]=[CH:66][CH:65]=[CH:64][CH:63]=3)[CH2:56]2)[CH2:48][CH2:47]1.Cl.Cl.C(N(CC)CC)C.C(Cl)(=O)CC.Cl.